From a dataset of Catalyst prediction with 721,799 reactions and 888 catalyst types from USPTO. Predict which catalyst facilitates the given reaction. (1) Reactant: C([O:3][P:4]([CH2:9][CH2:10][NH:11][CH2:12][C:13]([CH3:36])=[CH:14][CH2:15][C:16]1[C:17]([O:29]CC[Si](C)(C)C)=[C:18]2[C:22](=[C:23]([CH3:27])[C:24]=1[CH2:25][CH3:26])[CH2:21][O:20][C:19]2=[O:28])(=[O:8])[O:5]CC)C.C[Si](Br)(C)C. Product: [CH2:25]([C:24]1[C:23]([CH3:27])=[C:22]2[C:18]([C:19](=[O:28])[O:20][CH2:21]2)=[C:17]([OH:29])[C:16]=1[CH2:15][CH:14]=[C:13]([CH3:36])[CH2:12][NH:11][CH2:10][CH2:9][P:4](=[O:3])([OH:8])[OH:5])[CH3:26]. The catalyst class is: 85. (2) Reactant: C(OC([NH:8][CH:9]([CH2:15][CH3:16])[CH:10]([OH:14])[C:11]([OH:13])=O)=O)(C)(C)C.C(Cl)CCl.C1C=CC2N(O)N=NC=2C=1.O[NH:32][C:33](=[NH:40])[C:34]1[CH:39]=[CH:38][CH:37]=[CH:36][CH:35]=1.CN1CCOCC1.C1C2C(C3ON=C(N)N=3)CN(C2)C1.C(O)(C(F)(F)F)=O. Product: [NH2:8][C@@H:9]([CH2:15][CH3:16])[C:10]([C:11]1[O:13][N:40]=[C:33]([C:34]2[CH:39]=[CH:38][CH:37]=[CH:36][CH:35]=2)[N:32]=1)=[O:14]. The catalyst class is: 2. (3) Reactant: [CH2:1]([O:8][C:9]1[CH:14]=[CH:13][C:12]([CH:15]=[CH:16][CH2:17][CH2:18][CH2:19][CH2:20][CH2:21][CH2:22][CH2:23][CH2:24][NH2:25])=[CH:11][C:10]=1[C@@H:26]([C:36]1[CH:41]=[CH:40][CH:39]=[CH:38][CH:37]=1)[CH2:27][CH2:28][N:29]([CH:33]([CH3:35])[CH3:34])[CH:30]([CH3:32])[CH3:31])[C:2]1[CH:7]=[CH:6][CH:5]=[CH:4][CH:3]=1.[CH2:42]([O:49][C:50]1[CH:55]=[CH:54][C:53]([C@@H:56]([O:59][Si:60]([C:63]([CH3:66])([CH3:65])[CH3:64])([CH3:62])[CH3:61])[CH2:57]Br)=[CH:52][C:51]=1[NH:67][S:68]([CH3:71])(=[O:70])=[O:69])[C:43]1[CH:48]=[CH:47][CH:46]=[CH:45][CH:44]=1.C(OCC)(=O)C.O. Product: [NH3:25].[CH2:42]([O:49][C:50]1[CH:55]=[CH:54][C:53]([C@@H:56]([O:59][Si:60]([C:63]([CH3:64])([CH3:66])[CH3:65])([CH3:62])[CH3:61])[CH2:57][NH:25][CH2:24][CH2:23][CH2:22][CH2:21][CH2:20][CH2:19][CH2:18][CH2:17][CH:16]=[CH:15][C:12]2[CH:13]=[CH:14][C:9]([O:8][CH2:1][C:2]3[CH:3]=[CH:4][CH:5]=[CH:6][CH:7]=3)=[C:10]([C@@H:26]([C:36]3[CH:37]=[CH:38][CH:39]=[CH:40][CH:41]=3)[CH2:27][CH2:28][N:29]([CH:30]([CH3:32])[CH3:31])[CH:33]([CH3:34])[CH3:35])[CH:11]=2)=[CH:52][C:51]=1[NH:67][S:68]([CH3:71])(=[O:69])=[O:70])[C:43]1[CH:48]=[CH:47][CH:46]=[CH:45][CH:44]=1. The catalyst class is: 16.